This data is from Reaction yield outcomes from USPTO patents with 853,638 reactions. The task is: Predict the reaction yield, written as a fraction of the theoretical maximum amount of product (1.0 means a 100% yield; for example, 0.34 means a 34% yield). (1) The reactants are C(N(CC)CC)C.[SH:8][C:9]1[C:14]([C:15]([NH:17][C:18]2[CH:23]=[CH:22][C:21]([O:24][C:25]([F:28])([F:27])[F:26])=[CH:20][CH:19]=2)=[O:16])=[CH:13][CH:12]=[CH:11][N:10]=1.Cl[CH2:30][C:31]1[C:40]2[C:35](=[CH:36][CH:37]=[CH:38][CH:39]=2)[N:34]=[CH:33][CH:32]=1.C(OCC)(=O)C. The catalyst is CN(C)C=O. The product is [N:34]1[C:35]2[C:40](=[CH:39][CH:38]=[CH:37][CH:36]=2)[C:31]([CH2:30][S:8][C:9]2[C:14]([C:15]([NH:17][C:18]3[CH:23]=[CH:22][C:21]([O:24][C:25]([F:26])([F:27])[F:28])=[CH:20][CH:19]=3)=[O:16])=[CH:13][CH:12]=[CH:11][N:10]=2)=[CH:32][CH:33]=1. The yield is 0.520. (2) The yield is 0.580. The product is [F:1][C:2]1[CH:3]=[C:4]([N:9]([CH3:32])[CH:10]([C:12]2[CH:13]=[C:14]([C:29]([N:40]3[CH2:45][CH2:44][CH:43]([OH:46])[CH2:42][CH2:41]3)=[O:30])[CH:15]=[C:16]3[C:21]=2[O:20][C:19]([N:22]2[CH2:27][CH2:26][O:25][CH2:24][CH2:23]2)=[CH:18][C:17]3=[O:28])[CH3:11])[CH:5]=[C:6]([F:8])[CH:7]=1. The reactants are [F:1][C:2]1[CH:3]=[C:4]([N:9]([CH3:32])[CH:10]([C:12]2[CH:13]=[C:14]([C:29](O)=[O:30])[CH:15]=[C:16]3[C:21]=2[O:20][C:19]([N:22]2[CH2:27][CH2:26][O:25][CH2:24][CH2:23]2)=[CH:18][C:17]3=[O:28])[CH3:11])[CH:5]=[C:6]([F:8])[CH:7]=1.CN1CCOCC1.[NH:40]1[CH2:45][CH2:44][CH:43]([OH:46])[CH2:42][CH2:41]1. The catalyst is CN1C(=O)CCC1. (3) The reactants are [Si:1]([O:8][C@H:9]([CH2:39][O:40][C:41]1[CH:46]=[CH:45][CH:44]=[CH:43][CH:42]=1)[CH2:10][N:11]([CH2:19][C@@H:20]1[CH2:29][CH2:28][C:27]2[C:22](=[CH:23][CH:24]=[C:25](B3OC(C)(C)C(C)(C)O3)[CH:26]=2)[O:21]1)[C:12](=[O:18])[O:13][C:14]([CH3:17])([CH3:16])[CH3:15])([C:4]([CH3:7])([CH3:6])[CH3:5])([CH3:3])[CH3:2].FC(F)(F)S(O[C:53]1[CH:54]=[CH:55][C:56]2[C:61](=[O:62])[O:60][C:59]([CH3:64])([CH3:63])[O:58][C:57]=2[CH:65]=1)(=O)=O.C(=O)(O)[O-].[Na+]. The catalyst is C1(C)C=CC=CC=1.C1C=CC([PH+]([C]2[CH][CH][CH][CH]2)C2C=CC=CC=2)=CC=1.C1C=CC([PH+]([C]2[CH][CH][CH][CH]2)C2C=CC=CC=2)=CC=1.C(Cl)Cl.Cl[Pd]Cl.[Fe]. The product is [Si:1]([O:8][C@H:9]([CH2:39][O:40][C:41]1[CH:46]=[CH:45][CH:44]=[CH:43][CH:42]=1)[CH2:10][N:11]([CH2:19][C@@H:20]1[CH2:29][CH2:28][C:27]2[C:22](=[CH:23][CH:24]=[C:25]([C:53]3[CH:54]=[CH:55][C:56]4[C:61](=[O:62])[O:60][C:59]([CH3:64])([CH3:63])[O:58][C:57]=4[CH:65]=3)[CH:26]=2)[O:21]1)[C:12](=[O:18])[O:13][C:14]([CH3:17])([CH3:16])[CH3:15])([C:4]([CH3:5])([CH3:6])[CH3:7])([CH3:3])[CH3:2]. The yield is 0.760. (4) The product is [Br:12][C:4]1[CH:5]=[C:6]([CH:14]([O:17][CH3:18])[O:15][CH3:16])[Se:7][CH:3]=1. The reactants are C([C:3]1[Se:7][CH:6]=[CH:5][CH:4]=1)=O.[Cl-].[Al+3].[Cl-].[Cl-].[Br:12]Br.[CH:14](OC)([O:17][CH3:18])[O:15][CH3:16].[NH4+].[Cl-]. The catalyst is ClCCl.CO. The yield is 0.850.